This data is from NCI-60 drug combinations with 297,098 pairs across 59 cell lines. The task is: Regression. Given two drug SMILES strings and cell line genomic features, predict the synergy score measuring deviation from expected non-interaction effect. (1) Drug 1: CCC1(CC2CC(C3=C(CCN(C2)C1)C4=CC=CC=C4N3)(C5=C(C=C6C(=C5)C78CCN9C7C(C=CC9)(C(C(C8N6C=O)(C(=O)OC)O)OC(=O)C)CC)OC)C(=O)OC)O.OS(=O)(=O)O. Drug 2: CC1CCC2CC(C(=CC=CC=CC(CC(C(=O)C(C(C(=CC(C(=O)CC(OC(=O)C3CCCCN3C(=O)C(=O)C1(O2)O)C(C)CC4CCC(C(C4)OC)O)C)C)O)OC)C)C)C)OC. Cell line: NCI-H226. Synergy scores: CSS=11.4, Synergy_ZIP=2.41, Synergy_Bliss=6.97, Synergy_Loewe=4.75, Synergy_HSA=4.86. (2) Synergy scores: CSS=42.9, Synergy_ZIP=-5.19, Synergy_Bliss=-1.93, Synergy_Loewe=-14.2, Synergy_HSA=-0.0224. Cell line: SF-295. Drug 2: CCC1=C2CN3C(=CC4=C(C3=O)COC(=O)C4(CC)O)C2=NC5=C1C=C(C=C5)O. Drug 1: CC1=C2C(C(=O)C3(C(CC4C(C3C(C(C2(C)C)(CC1OC(=O)C(C(C5=CC=CC=C5)NC(=O)C6=CC=CC=C6)O)O)OC(=O)C7=CC=CC=C7)(CO4)OC(=O)C)O)C)OC(=O)C. (3) Drug 1: C1=NC2=C(N1)C(=S)N=C(N2)N. Cell line: SF-268. Synergy scores: CSS=33.6, Synergy_ZIP=-7.20, Synergy_Bliss=3.73, Synergy_Loewe=-8.61, Synergy_HSA=1.64. Drug 2: CCC1(CC2CC(C3=C(CCN(C2)C1)C4=CC=CC=C4N3)(C5=C(C=C6C(=C5)C78CCN9C7C(C=CC9)(C(C(C8N6C=O)(C(=O)OC)O)OC(=O)C)CC)OC)C(=O)OC)O.OS(=O)(=O)O. (4) Drug 2: CN(CCCl)CCCl.Cl. Synergy scores: CSS=16.8, Synergy_ZIP=-3.47, Synergy_Bliss=-1.17, Synergy_Loewe=-8.14, Synergy_HSA=-1.81. Drug 1: CC12CCC3C(C1CCC2O)C(CC4=C3C=CC(=C4)O)CCCCCCCCCS(=O)CCCC(C(F)(F)F)(F)F. Cell line: SF-295.